From a dataset of Reaction yield outcomes from USPTO patents with 853,638 reactions. Predict the reaction yield, written as a fraction of the theoretical maximum amount of product (1.0 means a 100% yield; for example, 0.34 means a 34% yield). (1) The reactants are [NH2:1][C:2]1[NH:6][N:5]=[C:4]([NH:7][C:8]2[CH:13]=[CH:12][C:11]([F:14])=[C:10]([Cl:15])[CH:9]=2)[C:3]=1[C:16]([NH2:18])=[O:17].[OH:19][C:20]1[CH:27]=[CH:26][C:23]([CH:24]=O)=[CH:22][CH:21]=1. The catalyst is CCO.N1CCCCC1. The product is [Cl:15][C:10]1[CH:9]=[C:8]([NH:7][C:4]2[C:3]([C:16]([NH2:18])=[O:17])=[C:2]([N:1]=[CH:24][C:23]3[CH:26]=[CH:27][C:20]([OH:19])=[CH:21][CH:22]=3)[NH:6][N:5]=2)[CH:13]=[CH:12][C:11]=1[F:14]. The yield is 0.530. (2) The reactants are [CH3:1][C:2]1[CH:3]=[C:4]([NH2:21])[C:5]([NH:11][CH2:12][CH2:13][CH2:14][C:15]2[CH:20]=[CH:19][CH:18]=[CH:17][CH:16]=2)=[CH:6][C:7]=1[CH2:8][CH2:9][CH3:10].[NH:22]1[C:30](=[O:31])[C:28](=O)[C:26](=O)[NH:25][C:23]1=[O:24].B(O)(O)O.C(O)(=O)C. No catalyst specified. The product is [CH3:1][C:2]1[C:7]([CH2:8][CH2:9][CH3:10])=[CH:6][C:5]2[N:11]([CH2:12][CH2:13][CH2:14][C:15]3[CH:20]=[CH:19][CH:18]=[CH:17][CH:16]=3)[C:26]3[C:28]([C:30](=[O:31])[NH:22][C:23](=[O:24])[N:25]=3)=[N:21][C:4]=2[CH:3]=1. The yield is 0.430. (3) The reactants are [F:1][C:2]1[C:3]([N+:16]([O-])=O)=[CH:4][C:5]([N+:13]([O-])=O)=[C:6]([CH:8]=[CH:9]N(C)C)[CH:7]=1. The catalyst is CCO.[Ni]. The product is [F:1][C:2]1[CH:7]=[C:6]2[C:5](=[CH:4][C:3]=1[NH2:16])[NH:13][CH:9]=[CH:8]2. The yield is 0.160.